Dataset: Full USPTO retrosynthesis dataset with 1.9M reactions from patents (1976-2016). Task: Predict the reactants needed to synthesize the given product. (1) Given the product [Cl:14][CH2:13][CH2:12][CH2:11][N:5]([CH2:6][CH:7]([CH3:9])[CH3:8])[CH2:1][CH:2]([CH3:4])[CH3:3], predict the reactants needed to synthesize it. The reactants are: [CH2:1]([NH:5][CH2:6][CH:7]([CH3:9])[CH3:8])[CH:2]([CH3:4])[CH3:3].Br[CH2:11][CH2:12][CH2:13][Cl:14].C(=O)([O-])[O-].[K+].[K+]. (2) Given the product [CH2:1]([O:3][C:4](=[O:24])[CH2:5][C@@H:6]([NH:13][C:14]1[C:19]([N+:20]([O-:22])=[O:21])=[CH:18][CH:17]=[C:16]([C:32]#[N:33])[N:15]=1)[C:7]1[CH:12]=[CH:11][CH:10]=[CH:9][CH:8]=1)[CH3:2], predict the reactants needed to synthesize it. The reactants are: [CH2:1]([O:3][C:4](=[O:24])[CH2:5][C@@H:6]([NH:13][C:14]1[C:19]([N+:20]([O-:22])=[O:21])=[CH:18][CH:17]=[C:16](Cl)[N:15]=1)[C:7]1[CH:12]=[CH:11][CH:10]=[CH:9][CH:8]=1)[CH3:2].O.CCOC(C)=O.[CH3:32][N:33](C=O)C. (3) The reactants are: [CH3:1][O:2][C:3]1[CH:4]=[CH:5][C:6]([CH3:13])=[C:7]([NH:9][C:10](=[O:12])[CH3:11])[CH:8]=1.[Br:14]Br. Given the product [Br:14][C:4]1[C:3]([O:2][CH3:1])=[CH:8][C:7]([NH:9][C:10](=[O:12])[CH3:11])=[C:6]([CH3:13])[CH:5]=1, predict the reactants needed to synthesize it. (4) Given the product [C:1]([O:5][C:6]([NH:8][C:9]1[C:10]([C:26]([OH:31])([C:25]#[C:24][CH:21]2[CH2:22][CH2:23]2)[C:27]([F:28])([F:29])[F:30])=[CH:11][C:12]([Cl:15])=[N:13][CH:14]=1)=[O:7])([CH3:4])([CH3:2])[CH3:3], predict the reactants needed to synthesize it. The reactants are: [C:1]([O:5][C:6]([NH:8][C:9]1[CH:10]=[CH:11][C:12]([Cl:15])=[N:13][CH:14]=1)=[O:7])([CH3:4])([CH3:3])[CH3:2].[Li]C(C)(C)C.[CH:21]1([C:24]#[C:25][C:26](=[O:31])[C:27]([F:30])([F:29])[F:28])[CH2:23][CH2:22]1.C(O)(=O)CC(CC(O)=O)(C(O)=O)O. (5) Given the product [Br:1][C:2]1[CH:3]=[C:4]2[CH:11]=[C:10]([C:12]3[CH:17]=[CH:16][C:15]([F:18])=[CH:14][CH:13]=3)[O:8][C:5]2=[N:6][CH:7]=1, predict the reactants needed to synthesize it. The reactants are: [Br:1][C:2]1[CH:3]=[C:4](I)[C:5]([OH:8])=[N:6][CH:7]=1.[C:10]([C:12]1[CH:17]=[CH:16][C:15]([F:18])=[CH:14][CH:13]=1)#[CH:11].N#N.CCOCC. (6) Given the product [F:1][C:2]1[CH:8]=[CH:7][C:5]([NH:6][CH2:20][C:19]#[N:12])=[CH:4][CH:3]=1, predict the reactants needed to synthesize it. The reactants are: [F:1][C:2]1[CH:8]=[CH:7][C:5]([NH2:6])=[CH:4][CH:3]=1.C=O.[C-]#[N:12].[K+].C(=O)(O)[O-].[Na+].[C:19](O)(=O)[CH3:20]. (7) Given the product [C:34]([O:33][C:31]([N:9]1[CH2:8][CH:7]2[N:23]([C:24]([O:26][C:27]([CH3:29])([CH3:30])[CH3:28])=[O:25])[CH:11]([CH2:12][C:13]([C:14]3[S:15][C:16]([CH2:20][CH2:21][O:22][Si:50]([C:47]([CH3:49])([CH3:48])[CH3:46])([CH3:52])[CH3:51])=[C:17]([CH3:19])[N:18]=3)=[C:6]2[C:4]([OH:3])=[O:5])[CH2:10]1)=[O:32])([CH3:35])([CH3:37])[CH3:36], predict the reactants needed to synthesize it. The reactants are: C([O:3][C:4]([C:6]1[CH:7]2[N:23]([C:24]([O:26][C:27]([CH3:30])([CH3:29])[CH3:28])=[O:25])[CH:11]([CH2:12][C:13]=1[C:14]1[S:15][C:16]([CH2:20][CH2:21][OH:22])=[C:17]([CH3:19])[N:18]=1)[CH2:10][N:9]([C:31]([O:33][C:34]([CH3:37])([CH3:36])[CH3:35])=[O:32])[CH2:8]2)=[O:5])C.[OH-].[Na+].Cl.N1C=CN=C1.[CH3:46][C:47]([Si:50](Cl)([CH3:52])[CH3:51])([CH3:49])[CH3:48].[NH4+].[Cl-].C([O-])([O-])=O.[K+].[K+]. (8) Given the product [OH:1][C@@H:2]1[CH2:7][CH2:6][C@H:5]([NH:8][C:9]2[N:14]3[N:15]=[C:16]([NH:18][C:19]4[CH:27]=[C:26]5[C:22]([CH2:23][C:24](=[O:29])[N:25]5[CH3:28])=[C:21]([CH3:31])[CH:20]=4)[N:17]=[C:13]3[CH:12]=[CH:11][CH:10]=2)[CH2:4][CH2:3]1, predict the reactants needed to synthesize it. The reactants are: [OH:1][C@@H:2]1[CH2:7][CH2:6][C@H:5]([NH:8][C:9]2[N:14]3[N:15]=[C:16]([NH:18][C:19]4[CH:27]=[C:26]5[C:22]([C:23](=O)[C:24](=[O:29])[N:25]5[CH3:28])=[C:21]([CH3:31])[CH:20]=4)[N:17]=[C:13]3[CH:12]=[CH:11][CH:10]=2)[CH2:4][CH2:3]1.BrC1C=C2C(C(=O)C(=O)N2C)=C(C)C=1.NC1N=C2C=CC=C(N[C@@H]3CC[C@H](O)CC3)N2N=1.C(=O)([O-])[O-].[Cs+].[Cs+].C1(P(C2C=CC=CC=2)C2C3OC4C(=CC=CC=4P(C4C=CC=CC=4)C4C=CC=CC=4)C(C)(C)C=3C=CC=2)C=CC=CC=1. (9) Given the product [Br:1][C:2]1[CH:7]=[CH:6][C:5]([CH2:8][C:9]([C:24]2[CH:29]=[CH:28][CH:27]=[C:26]([O:30][C:31]([F:34])([F:33])[F:32])[CH:25]=2)([C:13]2[CH:18]=[CH:17][CH:16]=[C:15]([O:19][C:20]([F:23])([F:22])[F:21])[CH:14]=2)[NH2:37])=[CH:4][CH:3]=1, predict the reactants needed to synthesize it. The reactants are: [Br:1][C:2]1[CH:7]=[CH:6][C:5]([CH2:8][C:9]([C:24]2[CH:29]=[CH:28][CH:27]=[C:26]([O:30][C:31]([F:34])([F:33])[F:32])[CH:25]=2)([C:13]2[CH:18]=[CH:17][CH:16]=[C:15]([O:19][C:20]([F:23])([F:22])[F:21])[CH:14]=2)C(O)=O)=[CH:4][CH:3]=1.C([N:37](CC)CC)C.C1(P(N=[N+]=[N-])(C2C=CC=CC=2)=O)C=CC=CC=1.C[Si](C)(C)CCO.[F-].C([N+](CCCC)(CCCC)CCCC)CCC.C1COCC1. (10) Given the product [N:1]([CH2:4][CH2:5][NH:6][C:7](=[O:21])[C:8]1[CH:9]=[CH:10][CH:11]=[CH:12][C:13]=1[I:22])=[N+:2]=[N-:3], predict the reactants needed to synthesize it. The reactants are: [N:1]([CH2:4][CH2:5][NH:6][C:7](=[O:21])[CH2:8][CH2:9][CH2:10][CH2:11][CH2:12][CH2:13]CCCCCCC)=[N+:2]=[N-:3].[I:22]C1C=CC=CC=1C(Cl)=O.N(CCN)=[N+]=[N-].C(N(CC)CC)C.